This data is from Catalyst prediction with 721,799 reactions and 888 catalyst types from USPTO. The task is: Predict which catalyst facilitates the given reaction. (1) Reactant: [CH3:1][O:2][C:3](=[O:18])[CH2:4][C:5]1[C:13]2[C:8](=[CH:9][CH:10]=[CH:11][CH:12]=2)[N:7]([C:14]([O:16][CH3:17])=[O:15])[CH:6]=1.CN(C)P(=O)(N(C)C)N(C)C.C[Si]([N-][Si](C)(C)C)(C)C.[Li+].[CH3:40][CH:41]([CH2:45][CH3:46])[CH2:42][CH2:43]I. Product: [CH3:1][O:2][C:3](=[O:18])[CH:4]([CH2:43][CH2:42][CH:41]([CH3:40])[CH2:45][CH3:46])[C:5]1[C:13]2[C:8](=[CH:9][CH:10]=[CH:11][CH:12]=2)[N:7]([C:14]([O:16][CH3:17])=[O:15])[CH:6]=1. The catalyst class is: 7. (2) Reactant: CC(C)=O.[CH2:5]([N:7]([CH2:44][CH3:45])[CH2:8][CH2:9][CH2:10][NH:11][C:12]1[N:13]=[C:14]([C:31]2[CH:32]=[C:33]([CH:40]=[CH:41][C:42]=2[CH3:43])[C:34]([NH:36][CH2:37][CH2:38][CH3:39])=[O:35])[C:15]2[CH2:20][NH:19][C:18](=[O:21])[N:17]([C:22]3[C:27]([F:28])=[CH:26][CH:25]=[CH:24][C:23]=3[F:29])[C:16]=2[N:30]=1)[CH3:6].[C:46]([OH:53])(=[O:52])/[CH:47]=[CH:48]/[C:49]([OH:51])=[O:50]. Product: [C:46]([OH:53])(=[O:52])/[CH:47]=[CH:48]/[C:49]([OH:51])=[O:50].[CH2:44]([N:7]([CH2:5][CH3:6])[CH2:8][CH2:9][CH2:10][NH:11][C:12]1[N:13]=[C:14]([C:31]2[CH:32]=[C:33]([CH:40]=[CH:41][C:42]=2[CH3:43])[C:34]([NH:36][CH2:37][CH2:38][CH3:39])=[O:35])[C:15]2[CH2:20][NH:19][C:18](=[O:21])[N:17]([C:22]3[C:23]([F:29])=[CH:24][CH:25]=[CH:26][C:27]=3[F:28])[C:16]=2[N:30]=1)[CH3:45]. The catalyst class is: 6. (3) Reactant: [F:1][C:2]1[CH:7]=[CH:6][C:5]([S:8](Cl)(=[O:10])=[O:9])=[CH:4][CH:3]=1.[CH2:12]([O:19][CH2:20][C@@:21]1([C:26]([O:28][CH3:29])=[O:27])[CH2:25][CH2:24][CH2:23][NH:22]1)[C:13]1[CH:18]=[CH:17][CH:16]=[CH:15][CH:14]=1.CCN(C(C)C)C(C)C. Product: [CH2:12]([O:19][CH2:20][C@@:21]1([C:26]([O:28][CH3:29])=[O:27])[CH2:25][CH2:24][CH2:23][N:22]1[S:8]([C:5]1[CH:6]=[CH:7][C:2]([F:1])=[CH:3][CH:4]=1)(=[O:10])=[O:9])[C:13]1[CH:14]=[CH:15][CH:16]=[CH:17][CH:18]=1. The catalyst class is: 143. (4) Reactant: [N:1]1([C:6]([O:8][C:9]2[CH:14]=[CH:13][C:12]([CH2:15][C@H:16]([NH:24][C:25]3[C:30]([NH:31][S:32]([CH3:35])(=[O:34])=[O:33])=[CH:29][N:28]=[C:27]([N:36]([CH2:39][CH3:40])[CH2:37][CH3:38])[N:26]=3)[C:17]([O:19][C:20]([CH3:23])([CH3:22])[CH3:21])=[O:18])=[CH:11][CH:10]=2)=[O:7])[CH2:5][CH2:4][CH2:3][CH2:2]1.C([O-])([O-])=O.[K+].[K+].[CH2:47](Cl)[C:48]#[CH:49]. Product: [N:1]1([C:6]([O:8][C:9]2[CH:14]=[CH:13][C:12]([CH2:15][C@H:16]([NH:24][C:25]3[C:30]([N:31]([CH2:49][C:48]#[CH:47])[S:32]([CH3:35])(=[O:34])=[O:33])=[CH:29][N:28]=[C:27]([N:36]([CH2:37][CH3:38])[CH2:39][CH3:40])[N:26]=3)[C:17]([O:19][C:20]([CH3:23])([CH3:22])[CH3:21])=[O:18])=[CH:11][CH:10]=2)=[O:7])[CH2:2][CH2:3][CH2:4][CH2:5]1. The catalyst class is: 21. (5) Reactant: [Cl:1][C:2]1[C:3]([F:23])=[C:4]([CH:17]2[CH2:21][NH:20][C:19](=[O:22])[CH2:18]2)[C:5]([O:14][CH2:15][CH3:16])=[C:6]([C:8]2([CH3:13])OCC[O:9]2)[CH:7]=1.Cl.O. Product: [C:8]([C:6]1[C:5]([O:14][CH2:15][CH3:16])=[C:4]([CH:17]2[CH2:21][NH:20][C:19](=[O:22])[CH2:18]2)[C:3]([F:23])=[C:2]([Cl:1])[CH:7]=1)(=[O:9])[CH3:13]. The catalyst class is: 5. (6) Reactant: [NH2:1][C:2]1[CH:34]=[CH:33][C:5]([O:6][C:7]2[N:12]=[C:11]([CH3:13])[C:10]([CH2:14][N:15]3[CH2:20][CH2:19][CH:18]([N:21]4[C@H:25]([C:26]5[CH:31]=[CH:30][CH:29]=[CH:28][CH:27]=5)[CH2:24][O:23][C:22]4=[O:32])[CH2:17][CH2:16]3)=[CH:9][CH:8]=2)=[CH:4][CH:3]=1.Br[CH2:36][C:37]([O:39][CH3:40])=[O:38].CCN(C(C)C)C(C)C. Product: [CH3:40][O:39][C:37](=[O:38])[CH2:36][NH:1][C:2]1[CH:3]=[CH:4][C:5]([O:6][C:7]2[CH:8]=[CH:9][C:10]([CH2:14][N:15]3[CH2:16][CH2:17][CH:18]([N:21]4[C@H:25]([C:26]5[CH:27]=[CH:28][CH:29]=[CH:30][CH:31]=5)[CH2:24][O:23][C:22]4=[O:32])[CH2:19][CH2:20]3)=[C:11]([CH3:13])[N:12]=2)=[CH:33][CH:34]=1. The catalyst class is: 23. (7) Product: [O:1]1[C:5]2[CH:6]=[CH:7][CH:8]=[CH:9][C:4]=2[C:3]([CH2:10][C:11]([NH:35][S:32]([C:29]2[CH:28]=[CH:27][C:26]([Cl:25])=[CH:31][CH:30]=2)(=[O:34])=[O:33])=[O:13])=[N:2]1. The catalyst class is: 172. Reactant: [O:1]1[C:5]2[CH:6]=[CH:7][CH:8]=[CH:9][C:4]=2[C:3]([CH2:10][C:11]([OH:13])=O)=[N:2]1.C(N=C=NCCCN(C)C)C.[Cl:25][C:26]1[CH:31]=[CH:30][C:29]([S:32]([NH2:35])(=[O:34])=[O:33])=[CH:28][CH:27]=1.